From a dataset of Catalyst prediction with 721,799 reactions and 888 catalyst types from USPTO. Predict which catalyst facilitates the given reaction. (1) Reactant: [CH3:1][C:2]1[CH:7]=[CH:6][CH:5]=[CH:4][C:3]=1[C:8](=[O:13])[C:9]([NH:11][CH3:12])=[O:10].[BH4-].[Na+]. Product: [CH3:1][C:2]1[CH:7]=[CH:6][CH:5]=[CH:4][C:3]=1[CH:8]([OH:13])[C:9]([NH:11][CH3:12])=[O:10]. The catalyst class is: 5. (2) Reactant: C(O)(C(F)(F)F)=O.C(OC(=O)[NH:14][C@H:15]([C:17]1[N:21]([CH:22]2[CH2:24][CH2:23]2)[C:20]2[C:25]([Br:30])=[C:26]([F:29])[CH:27]=[CH:28][C:19]=2[N:18]=1)[CH3:16])(C)(C)C. Product: [Br:30][C:25]1[C:20]2[N:21]([CH:22]3[CH2:23][CH2:24]3)[C:17]([C@@H:15]([NH2:14])[CH3:16])=[N:18][C:19]=2[CH:28]=[CH:27][C:26]=1[F:29]. The catalyst class is: 61. (3) Reactant: [CH3:1][CH:2]([CH:4]=[O:5])[CH3:3].[CH:6]([C:9]1[CH:14]=[C:13]([CH:15]([CH3:17])[CH3:16])[CH:12]=[C:11]([CH:18]([CH3:20])[CH3:19])[C:10]=1[S:21]Cl)([CH3:8])[CH3:7].O. Product: [CH3:1][C:2]([S:21][C:10]1[C:11]([CH:18]([CH3:19])[CH3:20])=[CH:12][C:13]([CH:15]([CH3:17])[CH3:16])=[CH:14][C:9]=1[CH:6]([CH3:8])[CH3:7])([CH3:3])[CH:4]=[O:5]. The catalyst class is: 1. (4) Reactant: C([Si]([O:8][CH2:9][C:10]1[S:11][C:12]([CH3:23])=[C:13]([CH2:15][C:16]2[CH:21]=[CH:20][CH:19]=[C:18]([Cl:22])[CH:17]=2)[CH:14]=1)(C)C)(C)(C)C.Cl.C([O-])(O)=O.[Na+]. Product: [Cl:22][C:18]1[CH:17]=[C:16]([CH:21]=[CH:20][CH:19]=1)[CH2:15][C:13]1[CH:14]=[C:10]([CH2:9][OH:8])[S:11][C:12]=1[CH3:23]. The catalyst class is: 14. (5) Reactant: [CH3:1][N:2]([CH3:34])[C:3]1[CH:4]=[C:5]([C:10]2[O:11][C:12]([CH3:33])=[C:13]([CH2:15][CH2:16][O:17][C:18]3[CH:19]=[C:20]4[C:24](=[CH:25][CH:26]=3)[C@H:23]([CH2:27][C:28]([O:30]CC)=[O:29])[CH2:22][CH2:21]4)[N:14]=2)[CH:6]=[CH:7][C:8]=1[CH3:9].[Li+].[OH-].O. Product: [CH3:34][N:2]([CH3:1])[C:3]1[CH:4]=[C:5]([C:10]2[O:11][C:12]([CH3:33])=[C:13]([CH2:15][CH2:16][O:17][C:18]3[CH:19]=[C:20]4[C:24](=[CH:25][CH:26]=3)[C@H:23]([CH2:27][C:28]([OH:30])=[O:29])[CH2:22][CH2:21]4)[N:14]=2)[CH:6]=[CH:7][C:8]=1[CH3:9]. The catalyst class is: 353. (6) Reactant: [NH2:1][C:2]1[CH:10]=[CH:9][CH:8]=[C:7]2[C:3]=1[C:4](=[O:20])[N:5]([CH:12]1[CH2:17][CH2:16][C:15](=[O:18])[NH:14][C:13]1=[O:19])[C:6]2=[O:11].[Cl:21][CH2:22][C:23](Cl)=[O:24]. Product: [O:19]=[C:13]1[CH:12]([N:5]2[C:4](=[O:20])[C:3]3[C:7](=[CH:8][CH:9]=[CH:10][C:2]=3[NH:1][C:23](=[O:24])[CH2:22][Cl:21])[C:6]2=[O:11])[CH2:17][CH2:16][C:15](=[O:18])[NH:14]1. The catalyst class is: 1. (7) Reactant: [C:1]([O:5][C:6]([NH:8][CH2:9]/[CH:10]=[CH:11]/[C:12]([O:14]C)=[O:13])=[O:7])([CH3:4])([CH3:3])[CH3:2].O[Li].O.C1COCC1. Product: [C:1]([O:5][C:6]([NH:8][CH2:9]/[CH:10]=[CH:11]/[C:12]([OH:14])=[O:13])=[O:7])([CH3:4])([CH3:2])[CH3:3]. The catalyst class is: 6.